This data is from Forward reaction prediction with 1.9M reactions from USPTO patents (1976-2016). The task is: Predict the product of the given reaction. Given the reactants [S:1](=[N:4][C:5]1[C:6]([C:11]([OH:13])=O)=[N:7][CH:8]=[CH:9][CH:10]=1)(=[O:3])=[O:2].C1C=CC2N(O)N=NC=2C=1.CCN=C=NCCCN(C)C.C(N(CC)CC)C.[O:42]1[CH2:47][CH2:46][CH2:45][CH2:44][CH:43]1[O:48][NH2:49], predict the reaction product. The product is: [O:42]1[CH2:47][CH2:46][CH2:45][CH2:44][CH:43]1[O:48][NH:49][C:11]([C:6]1[C:5]([N:4]=[S:1](=[O:2])=[O:3])=[CH:10][CH:9]=[CH:8][N:7]=1)=[O:13].